From a dataset of M1 muscarinic receptor agonist screen with 61,833 compounds. Binary Classification. Given a drug SMILES string, predict its activity (active/inactive) in a high-throughput screening assay against a specified biological target. (1) The drug is Brc1c(OCC)cc(S(=O)(=O)N2CCN(CC2)Cc2ccccc2)cc1. The result is 0 (inactive). (2) The molecule is O(C(=O)C=1C(NC(=O)N(C1C)C)c1c(OC)cccc1)CC. The result is 0 (inactive).